From a dataset of Full USPTO retrosynthesis dataset with 1.9M reactions from patents (1976-2016). Predict the reactants needed to synthesize the given product. (1) Given the product [CH2:28]([Sn:23]([C:18]1[N:13]=[N:14][CH:15]=[CH:16][CH:17]=1)([CH2:19][CH2:20][CH2:21][CH3:22])[CH2:24][CH2:25][CH2:26][CH3:27])[CH2:29][CH2:30][CH3:31], predict the reactants needed to synthesize it. The reactants are: C([Li])CCC.C(NC(C)C)(C)C.[N:13]1[CH:18]=[CH:17][CH:16]=[CH:15][N:14]=1.[CH2:19]([Sn:23](Cl)([CH2:28][CH2:29][CH2:30][CH3:31])[CH2:24][CH2:25][CH2:26][CH3:27])[CH2:20][CH2:21][CH3:22].[NH4+].[Cl-]. (2) Given the product [F:1][C:2]1[CH:3]=[C:4]2[C:8](=[CH:9][CH:10]=1)[NH:7][C:6](=[O:11])[C:5]2=[N:12][N:13]=[CH:14][C:15]1[CH:31]=[CH:30][C:18]([C:19]([NH:21][CH2:22][CH2:23][CH2:24][CH2:25][CH2:26][C:27]([NH:45][OH:46])=[O:28])=[O:20])=[CH:17][CH:16]=1, predict the reactants needed to synthesize it. The reactants are: [F:1][C:2]1[CH:3]=[C:4]2[C:8](=[CH:9][CH:10]=1)[NH:7][C:6](=[O:11])[C:5]2=[N:12][N:13]=[CH:14][C:15]1[CH:31]=[CH:30][C:18]([C:19]([NH:21][CH2:22][CH2:23][CH2:24][CH2:25][CH2:26][C:27](O)=[O:28])=[O:20])=[CH:17][CH:16]=1.C(N(CC)CC)C.ClC(OCC)=O.[NH2:45][OH:46]. (3) Given the product [CH3:19][O:18][C:15]1[CH:16]=[C:17]2[C:12]([CH:11]=[CH:10][CH:9]=[C:8]2[C:2](=[O:1])[CH2:3][NH:4][C:5](=[O:7])[CH3:6])=[CH:13][CH:14]=1, predict the reactants needed to synthesize it. The reactants are: [OH:1][CH:2]([C:8]1[C:17]2[C:12](=[CH:13][CH:14]=[C:15]([O:18][CH3:19])[CH:16]=2)[CH:11]=[CH:10][CH:9]=1)[CH2:3][NH:4][C:5](=[O:7])[CH3:6].C([O-])(=O)C.[K+].[Cr](Cl)([O-])(=O)=O.[NH+]1C=CC=CC=1. (4) The reactants are: [NH2-].[Na+].[C:3](#[N:5])[CH3:4].[CH:6]1([C:12](OC)=[O:13])[CH2:11][CH2:10][CH2:9][CH2:8][CH2:7]1.Cl. Given the product [CH:6]1([C:12](=[O:13])[CH2:4][C:3]#[N:5])[CH2:11][CH2:10][CH2:9][CH2:8][CH2:7]1, predict the reactants needed to synthesize it. (5) Given the product [CH3:16][S:17]([O:20][C:21]1[C:22]([CH:30]=[O:31])=[C:23]([C:2]2[C:3]([CH:4]=[O:5])=[CH:6][C:7]([O:14][CH3:15])=[C:8]([O:12][CH3:13])[C:9]=2[O:10][CH3:11])[CH:24]=[CH:25][C:26]=1[O:27][CH3:28])(=[O:19])=[O:18], predict the reactants needed to synthesize it. The reactants are: Br[C:2]1[C:9]([O:10][CH3:11])=[C:8]([O:12][CH3:13])[C:7]([O:14][CH3:15])=[CH:6][C:3]=1[CH:4]=[O:5].[CH3:16][S:17]([O:20][C:21]1[C:26]([O:27][CH3:28])=[CH:25][CH:24]=[C:23](Br)[C:22]=1[CH:30]=[O:31])(=[O:19])=[O:18]. (6) Given the product [ClH:34].[ClH:36].[C:1]([NH:5][C:6](=[O:35])[C:7]1[CH:12]=[CH:11][CH:10]=[C:9]([O:13][C:14]2[CH:19]=[CH:18][C:17]([NH:20][C:21]3[C:31]4[CH:30]=[C:29]([CH2:32][N:40]([CH2:39][CH2:38][F:37])[CH2:41][CH2:42][S:43]([CH3:46])(=[O:45])=[O:44])[CH2:28][CH2:27][NH:26][C:25]=4[N:24]=[CH:23][N:22]=3)=[CH:16][C:15]=2[Cl:34])[CH:8]=1)([CH3:3])([CH3:2])[CH3:4], predict the reactants needed to synthesize it. The reactants are: [C:1]([NH:5][C:6](=[O:35])[C:7]1[CH:12]=[CH:11][CH:10]=[C:9]([O:13][C:14]2[CH:19]=[CH:18][C:17]([NH:20][C:21]3[C:31]4[CH:30]=[C:29]([CH:32]=O)[CH2:28][CH2:27][NH:26][C:25]=4[N:24]=[CH:23][N:22]=3)=[CH:16][C:15]=2[Cl:34])[CH:8]=1)([CH3:4])([CH3:3])[CH3:2].[ClH:36].[F:37][CH2:38][CH2:39][NH:40][CH2:41][CH2:42][S:43]([CH3:46])(=[O:45])=[O:44].C(O[BH-](OC(=O)C)OC(=O)C)(=O)C.[Na+].Cl.C(OCC)(=O)C. (7) Given the product [Cl:1][C:2]1[CH:7]=[CH:6][C:5]([C:8]2[CH:12]=[CH:11][N:10]([C:36]3[CH:37]=[CH:38][C:39]4[O:44][CH2:43][C:42]([C:45]([O:47][CH3:48])=[O:46])=[CH:41][C:40]=4[CH:49]=3)[N:9]=2)=[CH:4][C:3]=1[CH2:13][NH:14][C:15]([O:16][CH3:17])=[O:18], predict the reactants needed to synthesize it. The reactants are: [Cl:1][C:2]1[CH:7]=[CH:6][C:5]([C:8]2[CH:12]=[CH:11][NH:10][N:9]=2)=[CH:4][C:3]=1[CH2:13][NH:14][C:15](=[O:18])[O:16][CH3:17].CN[C@@H]1CCCC[C@H]1NC.C([O-])([O-])=O.[K+].[K+].Br[C:36]1[CH:37]=[CH:38][C:39]2[O:44][CH2:43][C:42]([C:45]([O:47][CH3:48])=[O:46])=[CH:41][C:40]=2[CH:49]=1.